Dataset: Forward reaction prediction with 1.9M reactions from USPTO patents (1976-2016). Task: Predict the product of the given reaction. Given the reactants [F:1][C:2]1[CH:3]=[C:4]([CH:7]=[C:8]([C:10]2[CH:11]=[CH:12][C:13]3[NH:19][C:18](=O)[CH2:17][O:16][C:15]([CH:26]([CH3:28])[CH3:27])([C:21]4[S:22][CH:23]=[CH:24][CH:25]=4)[C:14]=3[CH:29]=2)[CH:9]=1)[C:5]#[N:6].COC1C=CC(P2(SP(C3C=CC(OC)=CC=3)(=S)S2)=[S:39])=CC=1, predict the reaction product. The product is: [F:1][C:2]1[CH:3]=[C:4]([CH:7]=[C:8]([C:10]2[CH:11]=[CH:12][C:13]3[NH:19][C:18](=[S:39])[CH2:17][O:16][C:15]([CH:26]([CH3:28])[CH3:27])([C:21]4[S:22][CH:23]=[CH:24][CH:25]=4)[C:14]=3[CH:29]=2)[CH:9]=1)[C:5]#[N:6].